From a dataset of Experimentally validated miRNA-target interactions with 360,000+ pairs, plus equal number of negative samples. Binary Classification. Given a miRNA mature sequence and a target amino acid sequence, predict their likelihood of interaction. (1) The miRNA is mmu-miR-3058-5p with sequence UCAGCCACGGCUUACCUGGAAGA. The protein sequence of the target gene is MGKRAGGGATGATTAAVSTSAGAGLEPAAARSGGPRSAAAGLLGALHLVMTLVVAAARAEKEAFVQSESIIEVLRFDDGGLLQTETTLGLSSYQQKSISLYRGNCRPIRFEPPMLDFHEQPVGMPKMEKVYLHNPSSEETITLVSISATTSHFHASFFQNRKILPGGNTSFDVVFLARVVGNVENTLFINTSNHGVFTYQVFGVGVPNPYRLRPFLGARVPVNSSFSPIINIHNPHSEPLQVVEMYSSGGDLHLELPTGQQGGTRKLWEIPPYETKGVMRASFSSREADNHTAFIRIKTN.... Result: 0 (no interaction). (2) The miRNA is hsa-miR-6808-5p with sequence CAGGCAGGGAGGUGGGACCAUG. The protein sequence of the target gene is MTPLCLNCSVLPGDLYPGGARNPMACNGSAARGHFDPEDLNLTDEALRLKYLGPQQTELFMPICATYLLIFVVGAVGNGLTCLVILRHKAMRTPTNYYLFSLAVSDLLVLLVGLPLELYEMWHNYPFLLGVGGCYFRTLLFEMVCLASVLNVTALSVERYVAVVHPLQARSMVTRAHVRRVLGAVWGLAMLCSLPNTSLHGIRQLHVPCRGPVPDSAVCMLVRPRALYNMVVQTTALLFFCLPMAIMSVLYLLIGLRLRRERLLLMQEAKGRGSAAARSRYTCRLQQHDRGRRQVTKMLF.... Result: 1 (interaction). (3) The miRNA is hsa-miR-767-5p with sequence UGCACCAUGGUUGUCUGAGCAUG. The protein sequence of the target gene is MACYLVISSRHLSNGHYRGIKGVFRGPLCKNGSPSPDFAEKKSTAKALEDVKANFYCELCDKQYHKHQEFDNHINSYDHAHKQRLKELKQREFARNVASKSWKDEKKQEKALKRLHQLAELRQQSECVSGNGPAYKAPRVAIEKQLQQGIFPIKNGRKVSCMKSALLLKGKNLPRIISDKQRSTMPNRHQLQSDRRCLFGNQVLQTSSDLSNANHRTGVSFTFSKKVHLKLESSASVFSENTEETHDCNKSPIYKTKQTADKCKCCRFANKDTHLTKEKEVNISPSHLESVLHNTISINS.... Result: 0 (no interaction). (4) The miRNA is hsa-miR-3177-3p with sequence UGCACGGCACUGGGGACACGU. The protein sequence of the target gene is MAAARLCLSLLLLSTCVALLLQPLLGAQGAPLEPVYPGDNATPEQMAQYAADLRRYINMLTRPRYGKRHKEDTLAFSEWGSPHAAVPRELSPLDL. Result: 0 (no interaction). (5) The miRNA is mmu-miR-151-3p with sequence CUAGACUGAGGCUCCUUGAGG. The protein sequence of the target gene is MGGKQSTAARSRGPFPGVSTDDSAVPPPGGAPHFGHYRTGGGAMGLRSRSVSSVAGMGMDPSTAGGVPFSLYTPASRGTGDSERAPGGGGSTSDSTYAHGNGYQETGGGHHRDGMLYLGSRASLADALPLHIAPRWFSSHSGFKCPICSKSVASDEMEMHFIMCLSKPRLSYNDDVLTKDAGECVICLEELLQGDTIARLPCLCIYHKSCIDSWFEVNRSCPEHPAD. Result: 0 (no interaction). (6) The miRNA is hsa-miR-548y with sequence AAAAGUAAUCACUGUUUUUGCC. The protein sequence of the target gene is MEELTAFVSKSFDQKVKEKKEAITYREVLESGPLRGAKEPGCVEPGRDDRSSPAVRAAGGGGGAGGGGGGGGGGGGGAGGGGAGGGAGGGRSPVRELDMGAAERSREPGSPRLTEVSPELKDRKDDAKGMEDEGQTKIKQRRSRTNFTLEQLNELERLFDETHYPDAFMREELSQRLGLSEARVQVWFQNRRAKCRKQENQLHKGVLIGAASQFEACRVAPYVNVGALRMPFQQDSHCNVTPLSFQVQAQLQLDSAVAHAHHHLHPHLAAHAPYMMFPAPPFGLPLATLAADSASAASVV.... Result: 0 (no interaction). (7) The miRNA is hsa-miR-4423-3p with sequence AUAGGCACCAAAAAGCAACAA. The protein sequence of the target gene is MAVRKKDGGPNVKYYEAADTVTQFDNVRLWLGKNYKKYIQAEPPTNKSLSSLVVQLLQFQEEVFGKHVSNAPLTKLPIKCFLDFKAGGSLCHILAAAYKFKSDQGWRRYDFQNPSRMDRNVEMFMTIEKSLVQNNCLSRPNIFLCPEIEPKLLGKLKDIVKRHQGTISEDKSNASHVVYPVPGNLEEEEWVRPVMKRDKQVLLHWGYYPDSYDTWIPASEIEASVEDAPTPEKPRKVHAKWILDTDTFNEWMNEEDYEVSDDKSPVSRRKKISAKTLTDEVNSPDSDRRDKKGGNYKKRK.... Result: 0 (no interaction). (8) The miRNA is hsa-miR-127-3p with sequence UCGGAUCCGUCUGAGCUUGGCU. The protein sequence of the target gene is MAQSRDTGNPFPDSGELDNPFQDPAVIQHRPSQQYATLDVYNPFENREPPPAYEPPAPAPAPLPPPSAPSVQSSRKLSPTEPRNYGSYSTQASAAAATAELLKKQEELNRKAEELDRRERELQHVALGGAGTRQNNWPPLPSFCPVKPCFFQDISMEIPQEFQKTVSTMYYLWMCSTLALLLNFFACLARFCVDTGSGSGFGLSMLWLLLFTPCSFVCWYRPMYKAFRSDSSFNFFVFFFIFFVQDVFFVLQAIGIPGWGFSGWVTALVVVGSKPAVAVLMLLVALLFTGIAVLGIVMLK.... Result: 0 (no interaction). (9) The miRNA is mmu-miR-690 with sequence AAAGGCUAGGCUCACAACCAAA. The protein sequence of the target gene is MQPTATMATAATTTTTTTATVALTTSWDNATGRPTAEPDPILDNYVLLVVVMSLFVGGTLVVLSGVLLLCKRCWDVHQRLNRAMEEAEKTTTTYLDNGTHPAQDPDFRGEDPECQDAETERFLSTSSTGRRVSFNEAALFEQSRKTQDKGRRYTLTEGDFHHLKNARLTHLHLPPLKIVTIHECDSGEASSATTPHPATSPKATLAIFQPPGKALTGRSVGPSSALPGDPYNSAAGATDFAEISPSASSDSGEGTSLDAGTRSTKAGGPGAAAGPGEAGPGSGAGTVLQFLTRLRRHASL.... Result: 0 (no interaction).